From a dataset of SARS-CoV-2 main protease (3CLPro) crystallographic fragment screen with 879 compounds. Binary Classification. Given a drug SMILES string, predict its activity (active/inactive) in a high-throughput screening assay against a specified biological target. (1) The result is 0 (inactive). The drug is O=C([O-])c1ccccc1OC(F)(F)F. (2) The compound is O=c1[nH]cc(NCc2ccccc2)c(=O)[nH]1. The result is 0 (inactive). (3) The compound is CC(C)C(N)=NO. The result is 0 (inactive). (4) The drug is CC1(C)CN(c2ncccc2F)CC1O. The result is 0 (inactive). (5) The compound is Cc1ccc(C(=O)N2CCN(C(=O)CCl)CC2)cc1. The result is 0 (inactive). (6) The drug is O=C1NCCN1. The result is 0 (inactive). (7) The drug is O=S1(=O)CCCN1Cc1cccc(F)c1. The result is 0 (inactive).